Dataset: Forward reaction prediction with 1.9M reactions from USPTO patents (1976-2016). Task: Predict the product of the given reaction. (1) Given the reactants [O:1]1[CH:5]=[CH:4][C:3]([C:6]([OH:8])=O)=[CH:2]1.CN(C(ON1N=NC2C=CC=NC1=2)=[N+](C)C)C.F[P-](F)(F)(F)(F)F.C1C=CC2N(O)N=NC=2C=1.[I:43][C:44]1[CH:45]=[C:46]([CH:48]=[CH:49][C:50]=1[CH3:51])[NH2:47].CCN(C(C)C)C(C)C, predict the reaction product. The product is: [I:43][C:44]1[CH:45]=[C:46]([NH:47][C:6]([C:3]2[CH:4]=[CH:5][O:1][CH:2]=2)=[O:8])[CH:48]=[CH:49][C:50]=1[CH3:51]. (2) Given the reactants [O:1]([C:8]1[CH:16]=[CH:15][C:11]([C:12](Cl)=[O:13])=[CH:10][CH:9]=1)[C:2]1[CH:7]=[CH:6][CH:5]=[CH:4][CH:3]=1.[CH3:17][C:18]1[CH:22]=[C:21]([NH2:23])[O:20][N:19]=1, predict the reaction product. The product is: [CH3:17][C:18]1[CH:22]=[C:21]([NH:23][C:12](=[O:13])[C:11]2[CH:15]=[CH:16][C:8]([O:1][C:2]3[CH:7]=[CH:6][CH:5]=[CH:4][CH:3]=3)=[CH:9][CH:10]=2)[O:20][N:19]=1. (3) The product is: [CH2:1]([S:3]([N:6]1[CH2:7][CH2:8][CH:9]([C:12]2[C:20]3[C:15](=[C:16]([C:33]([NH2:35])=[O:34])[CH:17]=[C:18]([C:21]4[CH:22]=[C:23]5[C:27](=[CH:28][CH:29]=4)[CH2:26][N:25]([CH:30]([CH3:31])[CH2:32][CH3:36])[CH2:24]5)[CH:19]=3)[NH:14][CH:13]=2)[CH2:10][CH2:11]1)(=[O:4])=[O:5])[CH3:2]. Given the reactants [CH2:1]([S:3]([N:6]1[CH2:11][CH2:10][CH:9]([C:12]2[C:20]3[C:15](=[C:16]([C:33]([NH2:35])=[O:34])[CH:17]=[C:18]([C:21]4[CH:22]=[C:23]5[C:27](=[CH:28][CH:29]=4)[CH2:26][N:25]([CH:30]([CH3:32])[CH3:31])[CH2:24]5)[CH:19]=3)[NH:14][CH:13]=2)[CH2:8][CH2:7]1)(=[O:5])=[O:4])[CH3:2].[CH3:36]C(=O)C, predict the reaction product.